From a dataset of Forward reaction prediction with 1.9M reactions from USPTO patents (1976-2016). Predict the product of the given reaction. (1) Given the reactants [CH3:1][C:2]([CH3:17])([CH2:13][CH2:14][CH:15]=O)[C:3]([O:5][CH2:6][C:7]1[CH:12]=[CH:11][CH:10]=[CH:9][CH:8]=1)=[O:4].[CH3:18][C:19]([S@@:22]([NH2:24])=[O:23])([CH3:21])[CH3:20], predict the reaction product. The product is: [C:19]([S@@:22]([N:24]=[CH:15][CH2:14][CH2:13][C:2]([CH3:17])([CH3:1])[C:3]([O:5][CH2:6][C:7]1[CH:12]=[CH:11][CH:10]=[CH:9][CH:8]=1)=[O:4])=[O:23])([CH3:21])([CH3:20])[CH3:18]. (2) Given the reactants [N:1]1[C:10]2[C:5](=[CH:6][C:7]([CH2:11][N:12]3[C:16]4=[N:17][C:18]([C:21]5[CH:28]=[CH:27][C:24]([CH:25]=[O:26])=[CH:23][CH:22]=5)=[CH:19][CH:20]=[C:15]4[N:14]=[N:13]3)=[CH:8][CH:9]=2)[CH:4]=[CH:3][CH:2]=1.[BH4-].[Na+], predict the reaction product. The product is: [N:1]1[C:10]2[C:5](=[CH:6][C:7]([CH2:11][N:12]3[C:16]4=[N:17][C:18]([C:21]5[CH:28]=[CH:27][C:24]([CH2:25][OH:26])=[CH:23][CH:22]=5)=[CH:19][CH:20]=[C:15]4[N:14]=[N:13]3)=[CH:8][CH:9]=2)[CH:4]=[CH:3][CH:2]=1.